Regression/Classification. Given a drug SMILES string, predict its absorption, distribution, metabolism, or excretion properties. Task type varies by dataset: regression for continuous measurements (e.g., permeability, clearance, half-life) or binary classification for categorical outcomes (e.g., BBB penetration, CYP inhibition). Dataset: cyp2d6_veith. From a dataset of CYP2D6 inhibition data for predicting drug metabolism from PubChem BioAssay. (1) The compound is O=C(CCN1CCOCC1)Nc1ccccc1. The result is 0 (non-inhibitor). (2) The molecule is Cc1nonc1NC(=O)N1CCCC1. The result is 0 (non-inhibitor). (3) The compound is O=C1Cc2c([nH]c3ccc(Br)cc23)-c2ccccc2N1. The result is 1 (inhibitor). (4) The compound is COc1ccc2c(c1)-c1ccccc1S(=O)(=O)N2C. The result is 0 (non-inhibitor). (5) The compound is C[C@H](N)CCCC(C)(C)O. The result is 0 (non-inhibitor). (6) The result is 1 (inhibitor). The molecule is CCCN1CCO[C@@H]2c3cc(O)ccc3OC[C@@H]21. (7) The drug is C[C@@]12CCC(=O)C=C1CC[C@H]1[C@H]2CC[C@]2(C)[C@](O)(C(=O)CO)CC[C@@]12O. The result is 0 (non-inhibitor). (8) The compound is CC(C)CNc1cc(N2CCCC2)ccc1[N+](=O)[O-]. The result is 0 (non-inhibitor). (9) The molecule is N#Cc1c(NC(=O)CCC(=O)O)ccc2ccccc12. The result is 0 (non-inhibitor). (10) The compound is CN(Cc1ccco1)c1nc(-c2cccnc2)nc2ccccc12. The result is 1 (inhibitor).